Dataset: Peptide-MHC class II binding affinity with 134,281 pairs from IEDB. Task: Regression. Given a peptide amino acid sequence and an MHC pseudo amino acid sequence, predict their binding affinity value. This is MHC class II binding data. (1) The peptide sequence is IIELFTAKGFTVQEM. The MHC is HLA-DQA10201-DQB10202 with pseudo-sequence HLA-DQA10201-DQB10202. The binding affinity (normalized) is 0.356. (2) The peptide sequence is YFVAILDYLNHMAKE. The MHC is HLA-DQA10104-DQB10503 with pseudo-sequence HLA-DQA10104-DQB10503. The binding affinity (normalized) is 0.859. (3) The peptide sequence is EKKYFAATQFRPLAA. The MHC is HLA-DPA10301-DPB10402 with pseudo-sequence HLA-DPA10301-DPB10402. The binding affinity (normalized) is 0.946. (4) The peptide sequence is DTGCAIDISRQELRCGSGV. The MHC is DRB5_0101 with pseudo-sequence DRB5_0101. The binding affinity (normalized) is 0.0528. (5) The peptide sequence is ITYVATATLPNYCRA. The MHC is DRB1_1302 with pseudo-sequence DRB1_1302. The binding affinity (normalized) is 0.360.